Dataset: Catalyst prediction with 721,799 reactions and 888 catalyst types from USPTO. Task: Predict which catalyst facilitates the given reaction. (1) Reactant: C(O[BH-](OC(=O)C)OC(=O)C)(=O)C.[Na+].[F:15][C:16]([F:46])([F:45])[C:17]1[CH:18]=[C:19]([C@H:27]([O:29][C@@H:30]2[C@@H:35]([C:36]3[CH:41]=[CH:40][C:39]([F:42])=[CH:38][CH:37]=3)[C@H:34]([CH:43]=O)[CH2:33][CH2:32][O:31]2)[CH3:28])[CH:20]=[C:21]([C:23]([F:26])([F:25])[F:24])[CH:22]=1.FC(F)(F)C(O)=O.[CH2:54]1[C:58]2([CH2:63][CH2:62][NH:61][CH2:60][CH2:59]2)[C@@H:57]([O:64][C:65]([C@@:67]23[C:73]([CH3:75])([CH3:74])[C@@:70]([CH3:76])([CH2:71][CH2:72]2)[C:69](=[O:77])[O:68]3)=[O:66])[CH2:56][O:55]1.C(N(CC)CC)C. Product: [F:46][C:16]([F:15])([F:45])[C:17]1[CH:18]=[C:19]([C@H:27]([O:29][C@@H:30]2[C@@H:35]([C:36]3[CH:37]=[CH:38][C:39]([F:42])=[CH:40][CH:41]=3)[C@H:34]([CH2:43][N:61]3[CH2:62][CH2:63][C:58]4([CH2:54][O:55][CH2:56][C@@H:57]4[O:64][C:65]([C@@:67]45[C:73]([CH3:74])([CH3:75])[C@@:70]([CH3:76])([CH2:71][CH2:72]4)[C:69](=[O:77])[O:68]5)=[O:66])[CH2:59][CH2:60]3)[CH2:33][CH2:32][O:31]2)[CH3:28])[CH:20]=[C:21]([C:23]([F:24])([F:25])[F:26])[CH:22]=1. The catalyst class is: 4. (2) Reactant: [F:1][C:2]([F:29])([F:28])[CH2:3][CH2:4][O:5][C:6]([N:8]1[CH2:13][CH2:12][N:11]([C:14](=[O:27])[CH2:15][NH:16]C(OCC2C=CC=CC=2)=O)[CH2:10][CH2:9]1)=[O:7]. Product: [F:29][C:2]([F:1])([F:28])[CH2:3][CH2:4][O:5][C:6]([N:8]1[CH2:13][CH2:12][N:11]([C:14](=[O:27])[CH2:15][NH2:16])[CH2:10][CH2:9]1)=[O:7]. The catalyst class is: 29. (3) Reactant: [CH3:1][C@@H:2]1[CH2:7][N:6]([CH2:8][C:9]2[N:13]=[C:12]([CH3:14])[O:11][N:10]=2)[CH2:5][CH2:4][N:3]1C(OC(C)(C)C)=O.C(O)(C(F)(F)F)=O. Product: [CH3:14][C:12]1[O:11][N:10]=[C:9]([CH2:8][N:6]2[CH2:5][CH2:4][NH:3][C@H:2]([CH3:1])[CH2:7]2)[N:13]=1. The catalyst class is: 2.